This data is from Full USPTO retrosynthesis dataset with 1.9M reactions from patents (1976-2016). The task is: Predict the reactants needed to synthesize the given product. (1) Given the product [CH3:1][C:2]1[CH:3]=[C:4]([C:9]2[CH:10]=[C:11]([OH:13])[N:22]([CH3:21])[N:23]=2)[CH:5]=[C:6]([CH3:8])[CH:7]=1, predict the reactants needed to synthesize it. The reactants are: [CH3:1][C:2]1[CH:3]=[C:4]([C:9](=O)[CH2:10][C:11]([O:13]C)=O)[CH:5]=[C:6]([CH3:8])[CH:7]=1.S([O-])([O-])(=O)=O.[CH3:21][NH2+:22][NH3+:23].C(N(CC)CC)C. (2) Given the product [CH3:25][S:26](=[S:29])([O:28][C@@H:10]1[O:11][C@H:6]([CH2:5][O:4][C:2](=[O:3])[CH3:1])[C@H:7]([O:21][C:22](=[O:23])[CH3:24])[C@H:8]([O:17][C:18](=[O:19])[CH3:20])[C@H:9]1[O:13][C:14](=[O:15])[CH3:16])=[O:27], predict the reactants needed to synthesize it. The reactants are: [CH3:1][C:2]([O:4][CH2:5][CH:6]1[O:11][CH:10](Br)[CH:9]([O:13][C:14]([CH3:16])=[O:15])[CH:8]([O:17][C:18]([CH3:20])=[O:19])[CH:7]1[O:21][C:22]([CH3:24])=[O:23])=[O:3].[CH3:25][S:26](=[S:29])([O-:28])=[O:27].[Na+].